From a dataset of Forward reaction prediction with 1.9M reactions from USPTO patents (1976-2016). Predict the product of the given reaction. Given the reactants [NH2:1][C:2]1[N:7]=[C:6](S(C)=O)[C:5]([C:11]#[N:12])=[C:4]([N:13]2[CH:17]=[CH:16][CH:15]=[N:14]2)[N:3]=1.[CH3:18][C:19]1[CH:26]=[CH:25][CH:24]=[CH:23][C:20]=1[CH2:21][NH2:22].C1CCN2C(=NCCC2)CC1, predict the reaction product. The product is: [NH2:1][C:2]1[N:7]=[C:6]([NH:22][CH2:21][C:20]2[CH:23]=[CH:24][CH:25]=[CH:26][C:19]=2[CH3:18])[C:5]([C:11]#[N:12])=[C:4]([N:13]2[CH:17]=[CH:16][CH:15]=[N:14]2)[N:3]=1.